Predict which catalyst facilitates the given reaction. From a dataset of Catalyst prediction with 721,799 reactions and 888 catalyst types from USPTO. (1) Reactant: [Br-].C1(C([PH3+])(C2C=CC=CC=2)C2C=CC=CC=2)C=CC=CC=1.[CH3:22][C:23]([CH3:26])([O-])[CH3:24].[K+].O=C1C[CH2:33][CH:32]([C:35]([O:37][CH2:38][CH3:39])=[O:36])[CH2:31]C1.O. Product: [CH2:22]=[C:23]1[CH2:26][CH2:33][CH:32]([C:35]([O:37][CH2:38][CH3:39])=[O:36])[CH2:31][CH2:24]1. The catalyst class is: 1. (2) Reactant: [CH:1]1([C:5]([OH:7])=O)[CH2:4][CH2:3][CH2:2]1.CN(C(ON1N=NC2C=CC=NC1=2)=[N+](C)C)C.F[P-](F)(F)(F)(F)F.C(N(CC)CC)C.[CH3:39][S:40]([CH2:43][C:44]1[CH:49]=[C:48]([N:50]2[CH2:55][CH2:54][O:53][CH2:52][CH2:51]2)[N:47]=[C:46]([C:56]2[CH:61]=[CH:60][C:59]([NH2:62])=[CH:58][CH:57]=2)[N:45]=1)(=[O:42])=[O:41]. Product: [CH3:39][S:40]([CH2:43][C:44]1[CH:49]=[C:48]([N:50]2[CH2:55][CH2:54][O:53][CH2:52][CH2:51]2)[N:47]=[C:46]([C:56]2[CH:61]=[CH:60][C:59]([NH:62][C:5]([CH:1]3[CH2:2][CH2:3][CH2:4]3)=[O:7])=[CH:58][CH:57]=2)[N:45]=1)(=[O:42])=[O:41]. The catalyst class is: 3. (3) Reactant: [CH:1]([C:3]1[CH:4]=[C:5]([CH:10]=[CH:11][C:12]=1[N+:13]([O-:15])=[O:14])[C:6]([O:8][CH3:9])=[O:7])=O.[C:16](Br)(Br)([Br:18])[Br:17].C1(P(C2C=CC=CC=2)C2C=CC=CC=2)C=CC=CC=1. Product: [Br:17][C:16]([Br:18])=[CH:1][C:3]1[CH:4]=[C:5]([CH:10]=[CH:11][C:12]=1[N+:13]([O-:15])=[O:14])[C:6]([O:8][CH3:9])=[O:7]. The catalyst class is: 4. (4) Reactant: [CH2:1]([C:4]1[N:5]=[N:6][N:7]([CH2:9][C:10]([N:12]2[CH2:17][CH2:16][O:15][CH:14]([C:18]([O:20]CC3C=CC=CC=3)=[O:19])[CH2:13]2)=[O:11])[CH:8]=1)[CH2:2][CH3:3].O.[OH-].[Li+]. Product: [CH2:1]([C:4]1[N:5]=[N:6][N:7]([CH2:9][C:10]([N:12]2[CH2:17][CH2:16][O:15][CH:14]([C:18]([OH:20])=[O:19])[CH2:13]2)=[O:11])[CH:8]=1)[CH2:2][CH3:3]. The catalyst class is: 24. (5) Reactant: Cl[CH2:2][C:3]([NH:5][CH2:6][C:7]#[C:8][C:9]1[CH:10]=[C:11]2[C:16](=[CH:17][CH:18]=1)[N:15]=[CH:14][N:13]=[C:12]2[NH:19][C:20]1[CH:25]=[CH:24][C:23]([O:26][C:27]2[CH:28]=[N:29][CH:30]=[CH:31][CH:32]=2)=[C:22]([CH3:33])[CH:21]=1)=[O:4].[CH3:34][NH:35][CH3:36].C1COCC1. Product: [CH3:34][N:35]([CH3:36])[CH2:2][C:3]([NH:5][CH2:6][C:7]#[C:8][C:9]1[CH:10]=[C:11]2[C:16](=[CH:17][CH:18]=1)[N:15]=[CH:14][N:13]=[C:12]2[NH:19][C:20]1[CH:25]=[CH:24][C:23]([O:26][C:27]2[CH:28]=[N:29][CH:30]=[CH:31][CH:32]=2)=[C:22]([CH3:33])[CH:21]=1)=[O:4]. The catalyst class is: 5.